This data is from Catalyst prediction with 721,799 reactions and 888 catalyst types from USPTO. The task is: Predict which catalyst facilitates the given reaction. (1) Reactant: [H-].[Na+].[CH3:3][S:4]([NH2:7])(=[O:6])=[O:5].[F:8][CH:9]1[CH2:12][N:11]([C:13]2[CH:14]=[C:15]([CH:19]3[C:28]([CH3:30])([CH3:29])[CH2:27][C:26]4[C:21](=[CH:22][CH:23]=[C:24]([C:31](O)=[O:32])[CH:25]=4)[NH:20]3)[CH:16]=[CH:17][CH:18]=2)[CH2:10]1.C(N1C=CN=C1)(N1C=CN=C1)=O. Product: [F:8][CH:9]1[CH2:12][N:11]([C:13]2[CH:14]=[C:15]([CH:19]3[C:28]([CH3:29])([CH3:30])[CH2:27][C:26]4[C:21](=[CH:22][CH:23]=[C:24]([C:31]([NH:7][S:4]([CH3:3])(=[O:6])=[O:5])=[O:32])[CH:25]=4)[NH:20]3)[CH:16]=[CH:17][CH:18]=2)[CH2:10]1. The catalyst class is: 9. (2) Reactant: [CH:1]1([NH:4][C:5](=[O:45])[NH:6][C:7]2[CH:43]=[CH:42][C:10]([O:11][C:12]3[CH:17]=[CH:16][N:15]=[C:14]4[CH:18]=[C:19]([C:21]5[N:26]=[CH:25][C:24]([CH2:27][N:28]6[CH2:33][CH2:32][CH:31]([N:34]([CH3:41])[CH2:35][C:36]([O:38]CC)=[O:37])[CH2:30][CH2:29]6)=[CH:23][CH:22]=5)[S:20][C:13]=34)=[C:9]([F:44])[CH:8]=2)[CH2:3][CH2:2]1.[OH-].[Na+]. Product: [CH:1]1([NH:4][C:5](=[O:45])[NH:6][C:7]2[CH:43]=[CH:42][C:10]([O:11][C:12]3[CH:17]=[CH:16][N:15]=[C:14]4[CH:18]=[C:19]([C:21]5[N:26]=[CH:25][C:24]([CH2:27][N:28]6[CH2:29][CH2:30][CH:31]([N:34]([CH3:41])[CH2:35][C:36]([OH:38])=[O:37])[CH2:32][CH2:33]6)=[CH:23][CH:22]=5)[S:20][C:13]=34)=[C:9]([F:44])[CH:8]=2)[CH2:3][CH2:2]1. The catalyst class is: 5. (3) Reactant: ClC(Cl)(O[C:5](=[O:11])OC(Cl)(Cl)Cl)Cl.[CH3:13][C:14]1[CH:19]=[C:18]([C:20]2[CH:21]=[CH:22][C:23]3[N:30]4[CH2:31][C@H:26]([CH2:27][CH2:28][CH2:29]4)[NH:25][C:24]=3[N:32]=2)[CH:17]=[CH:16][N:15]=1.C(N(CC)CC)C.[CH3:40][C:41]1[N:46]=[C:45]([NH2:47])[CH:44]=[N:43][CH:42]=1. Product: [CH3:40][C:41]1[N:46]=[C:45]([NH:47][C:5]([N:25]2[C@@H:26]3[CH2:31][N:30]([CH2:29][CH2:28][CH2:27]3)[C:23]3[CH:22]=[CH:21][C:20]([C:18]4[CH:17]=[CH:16][N:15]=[C:14]([CH3:13])[CH:19]=4)=[N:32][C:24]2=3)=[O:11])[CH:44]=[N:43][CH:42]=1. The catalyst class is: 7. (4) Reactant: [NH2:1][C:2]([C:7]1[CH:12]=[CH:11][CH:10]=[CH:9][CH:8]=1)([CH3:6])[C:3]([OH:5])=[O:4].[C:13](OC(=O)C)(=[O:15])C. Product: [CH:13]([NH:1][C:2]([C:7]1[CH:12]=[CH:11][CH:10]=[CH:9][CH:8]=1)([CH3:6])[C:3]([OH:5])=[O:4])=[O:15]. The catalyst class is: 106. (5) Reactant: [F:1][C:2]([F:30])([F:29])[C:3]1[CH:4]=[C:5]2[C:10](=[CH:11][CH:12]=1)[N:9]=[N:8][CH:7]=[C:6]2[NH:13][CH2:14][C:15]([NH:17][CH:18]1[CH2:21][N:20](C(OC(C)(C)C)=O)[CH2:19]1)=[O:16]. Product: [NH:20]1[CH2:19][CH:18]([NH:17][C:15](=[O:16])[CH2:14][NH:13][C:6]2[C:5]3[C:10](=[CH:11][CH:12]=[C:3]([C:2]([F:1])([F:30])[F:29])[CH:4]=3)[N:9]=[N:8][CH:7]=2)[CH2:21]1. The catalyst class is: 620. (6) Reactant: [CH2:1]([O:3][C:4]([C:6]1[C:7]([CH3:29])=[C:8](C(OC(C)(C)C)=O)[NH:9][C:10]=1[CH2:11][CH2:12][C:13](=[O:21])[NH:14][CH2:15][CH2:16][NH:17][C:18](=[O:20])[CH3:19])=[O:5])[CH3:2].Cl. Product: [CH2:1]([O:3][C:4]([C:6]1[C:7]([CH3:29])=[CH:8][NH:9][C:10]=1[CH2:11][CH2:12][C:13](=[O:21])[NH:14][CH2:15][CH2:16][NH:17][C:18](=[O:20])[CH3:19])=[O:5])[CH3:2]. The catalyst class is: 8.